From a dataset of Peptide-MHC class I binding affinity with 185,985 pairs from IEDB/IMGT. Regression. Given a peptide amino acid sequence and an MHC pseudo amino acid sequence, predict their binding affinity value. This is MHC class I binding data. (1) The peptide sequence is FVRSSPANF. The MHC is HLA-A02:16 with pseudo-sequence HLA-A02:16. The binding affinity (normalized) is 0.0847. (2) The peptide sequence is RTRGGVAAA. The MHC is HLA-A69:01 with pseudo-sequence HLA-A69:01. The binding affinity (normalized) is 0.0847.